From a dataset of Forward reaction prediction with 1.9M reactions from USPTO patents (1976-2016). Predict the product of the given reaction. Given the reactants Cl[C:2]1[N:7]=[CH:6][C:5]([N:8]2[C:12]([C:13]3[CH:18]=[CH:17][CH:16]=[CH:15][CH:14]=3)=[CH:11][C:10]([C:19]([N:21]3[CH2:26][CH2:25][N:24]([CH3:27])[CH2:23][CH2:22]3)=[O:20])=[N:9]2)=[CH:4][CH:3]=1.[CH3:28][N:29](C)C=O, predict the reaction product. The product is: [CH3:28][NH:29][C:2]1[N:7]=[CH:6][C:5]([N:8]2[C:12]([C:13]3[CH:18]=[CH:17][CH:16]=[CH:15][CH:14]=3)=[CH:11][C:10]([C:19]([N:21]3[CH2:26][CH2:25][N:24]([CH3:27])[CH2:23][CH2:22]3)=[O:20])=[N:9]2)=[CH:4][CH:3]=1.